From a dataset of Peptide-MHC class I binding affinity with 185,985 pairs from IEDB/IMGT. Regression. Given a peptide amino acid sequence and an MHC pseudo amino acid sequence, predict their binding affinity value. This is MHC class I binding data. (1) The peptide sequence is DVEKRILNT. The MHC is HLA-A02:03 with pseudo-sequence HLA-A02:03. The binding affinity (normalized) is 0.186. (2) The peptide sequence is ALRQARAAF. The MHC is HLA-C04:01 with pseudo-sequence HLA-C04:01. The binding affinity (normalized) is 0.213. (3) The peptide sequence is PSYVKYRYL. The MHC is Mamu-A02 with pseudo-sequence Mamu-A02. The binding affinity (normalized) is 0. (4) The peptide sequence is LPESDLDKV. The MHC is HLA-B54:01 with pseudo-sequence HLA-B54:01. The binding affinity (normalized) is 0.285. (5) The peptide sequence is YSNRNRFLY. The MHC is HLA-A26:01 with pseudo-sequence HLA-A26:01. The binding affinity (normalized) is 0.326. (6) The peptide sequence is GLCTLVAML. The MHC is HLA-B51:01 with pseudo-sequence HLA-B51:01. The binding affinity (normalized) is 0. (7) The peptide sequence is LSCEGQKY. The MHC is Mamu-A02 with pseudo-sequence Mamu-A02. The binding affinity (normalized) is 0.214.